Dataset: Catalyst prediction with 721,799 reactions and 888 catalyst types from USPTO. Task: Predict which catalyst facilitates the given reaction. (1) Reactant: [C:1]([SiH2:5][O:6][C:7]([CH3:23])([CH3:22])[C:8]1[CH:9]=[CH:10][C:11]([CH2:14][C:15]2[CH:20]=[CH:19][C:18]([F:21])=[CH:17][CH:16]=2)=[N:12][CH:13]=1)([CH3:4])([CH3:3])[CH3:2].N#N.Br[CH2:27][C:28](=O)[C:29]([O:31][CH2:32][CH3:33])=[O:30].C([O-])(O)=O.[Na+]. Product: [CH2:32]([O:31][C:29]([C:28]1[C:14]([C:15]2[CH:20]=[CH:19][C:18]([F:21])=[CH:17][CH:16]=2)=[C:11]2[N:12]([CH:27]=1)[CH:13]=[C:8]([C:7]([CH3:23])([CH3:22])[O:6][SiH2:5][C:1]([CH3:4])([CH3:2])[CH3:3])[CH:9]=[CH:10]2)=[O:30])[CH3:33]. The catalyst class is: 23. (2) Reactant: [NH2:1][C:2]([C:4]1[S:8][C:7]([N:9]2[C:13]3[CH:14]=[CH:15][C:16]([C:18]([NH:20][CH2:21][CH2:22][N:23]4[CH2:28][CH2:27][O:26][CH2:25][CH2:24]4)=[O:19])=[CH:17][C:12]=3[N:11]=[CH:10]2)=[CH:6][C:5]=1[O:29][CH2:30][C:31]1[CH:36]=[CH:35][CH:34]=[CH:33][C:32]=1[C:37]([F:40])([F:39])[F:38])=O. Product: [C:2]([C:4]1[S:8][C:7]([N:9]2[C:13]3[CH:14]=[CH:15][C:16]([C:18]([NH:20][CH2:21][CH2:22][N:23]4[CH2:28][CH2:27][O:26][CH2:25][CH2:24]4)=[O:19])=[CH:17][C:12]=3[N:11]=[CH:10]2)=[CH:6][C:5]=1[O:29][CH2:30][C:31]1[CH:36]=[CH:35][CH:34]=[CH:33][C:32]=1[C:37]([F:39])([F:38])[F:40])#[N:1]. The catalyst class is: 376.